This data is from NCI-60 drug combinations with 297,098 pairs across 59 cell lines. The task is: Regression. Given two drug SMILES strings and cell line genomic features, predict the synergy score measuring deviation from expected non-interaction effect. (1) Drug 1: CN(CC1=CN=C2C(=N1)C(=NC(=N2)N)N)C3=CC=C(C=C3)C(=O)NC(CCC(=O)O)C(=O)O. Drug 2: COC1=NC(=NC2=C1N=CN2C3C(C(C(O3)CO)O)O)N. Cell line: HT29. Synergy scores: CSS=-4.09, Synergy_ZIP=1.56, Synergy_Bliss=-0.606, Synergy_Loewe=-6.51, Synergy_HSA=-4.41. (2) Drug 1: C1CN1C2=NC(=NC(=N2)N3CC3)N4CC4. Drug 2: CC(C)(C#N)C1=CC(=CC(=C1)CN2C=NC=N2)C(C)(C)C#N. Cell line: SNB-75. Synergy scores: CSS=35.8, Synergy_ZIP=-2.18, Synergy_Bliss=1.52, Synergy_Loewe=-0.497, Synergy_HSA=-0.348. (3) Drug 1: C1CC(C1)(C(=O)O)C(=O)O.[NH2-].[NH2-].[Pt+2]. Drug 2: C1C(C(OC1N2C=NC(=NC2=O)N)CO)O. Cell line: MCF7. Synergy scores: CSS=9.87, Synergy_ZIP=-3.36, Synergy_Bliss=-2.35, Synergy_Loewe=-2.53, Synergy_HSA=-0.0344. (4) Cell line: KM12. Drug 2: CC1=C2C(C(=O)C3(C(CC4C(C3C(C(C2(C)C)(CC1OC(=O)C(C(C5=CC=CC=C5)NC(=O)OC(C)(C)C)O)O)OC(=O)C6=CC=CC=C6)(CO4)OC(=O)C)O)C)O. Drug 1: C1=CN(C(=O)N=C1N)C2C(C(C(O2)CO)O)O.Cl. Synergy scores: CSS=32.4, Synergy_ZIP=2.60, Synergy_Bliss=1.80, Synergy_Loewe=2.22, Synergy_HSA=2.69.